This data is from Forward reaction prediction with 1.9M reactions from USPTO patents (1976-2016). The task is: Predict the product of the given reaction. (1) The product is: [OH:1][C:2]1[C:11]2[C:6](=[N:7][CH:8]=[C:9]([I:12])[CH:10]=2)[N:5]([CH3:13])[C:4](=[O:14])[C:3]=1[C:26](=[O:35])[CH2:17][CH2:18][C:30]([OH:32])=[O:31]. Given the reactants [OH:1][C:2]1[C:11]2[C:6](=[N:7][CH:8]=[C:9]([I:12])[CH:10]=2)[N:5]([CH3:13])[C:4](=[O:14])[CH:3]=1.Cl.O[C:17]1[C:26]2C(=NC=C(I)C=2)N(C)C(=O)[C:18]=1[C:30]([O:32]C)=[O:31].C(O)(C(F)(F)F)=[O:35], predict the reaction product. (2) Given the reactants [F:1][C:2]1[CH:3]=[C:4]([O:13][CH2:14][C:15]2[CH:20]=[CH:19][CH:18]=[CH:17][CH:16]=2)[C:5]([O:11][CH3:12])=[C:6]([CH2:8][C:9]#[N:10])[CH:7]=1.[H-].[Na+].[C:23](C1NC=CN=1)(=[O:25])[CH3:24].Cl, predict the reaction product. The product is: [F:1][C:2]1[CH:3]=[C:4]([O:13][CH2:14][C:15]2[CH:20]=[CH:19][CH:18]=[CH:17][CH:16]=2)[C:5]([O:11][CH3:12])=[C:6]([CH:8]([C:23](=[O:25])[CH3:24])[C:9]#[N:10])[CH:7]=1. (3) Given the reactants [C:1]([C:4]1[N:5]=[C:6]([C:9]2[CH:36]=[CH:35][C:34]([C:37]([F:40])([F:39])[F:38])=[CH:33][C:10]=2[CH2:11][N:12]2[C@@H:16]([CH3:17])[C@@H:15]([C:18]3[CH:23]=[C:22]([C:24]([F:27])([F:26])[F:25])[CH:21]=[C:20]([C:28]([F:31])([F:30])[F:29])[CH:19]=3)[O:14][C:13]2=[O:32])[S:7][CH:8]=1)(=[O:3])[CH3:2].[CH3:41][Mg+].[Br-], predict the reaction product. The product is: [F:31][C:28]([F:29])([F:30])[C:20]1[CH:19]=[C:18]([C@H:15]2[O:14][C:13](=[O:32])[N:12]([CH2:11][C:10]3[CH:33]=[C:34]([C:37]([F:40])([F:39])[F:38])[CH:35]=[CH:36][C:9]=3[C:6]3[S:7][CH:8]=[C:4]([C:1]([OH:3])([CH3:41])[CH3:2])[N:5]=3)[C@H:16]2[CH3:17])[CH:23]=[C:22]([C:24]([F:27])([F:26])[F:25])[CH:21]=1. (4) Given the reactants FC1C=CC=CC=1C(Cl)=O.[CH3:11][S:12]([C:15]1[CH:16]=[C:17]([CH:21]=[CH:22][CH:23]=1)[C:18](Cl)=[O:19])(=[O:14])=[O:13].[NH2:24][C:25]1[CH:26]=[C:27]([CH:38]=[CH:39][N:40]=1)[C:28]([NH:30][CH2:31][C:32]1[CH:37]=[CH:36][CH:35]=[CH:34][CH:33]=1)=[O:29], predict the reaction product. The product is: [CH2:31]([NH:30][C:28](=[O:29])[C:27]1[CH:38]=[CH:39][N:40]=[C:25]([NH:24][C:18](=[O:19])[C:17]2[CH:21]=[CH:22][CH:23]=[C:15]([S:12]([CH3:11])(=[O:14])=[O:13])[CH:16]=2)[CH:26]=1)[C:32]1[CH:37]=[CH:36][CH:35]=[CH:34][CH:33]=1. (5) The product is: [CH2:1]([N:3]1[CH2:7][CH2:6][CH2:5][C@H:4]1[CH2:8][O:9][C:10]1[CH:11]=[C:12]2[C:17](=[CH:18][CH:19]=1)[CH:16]=[C:15]([C:30]1[C:38]3[C:33](=[CH:34][CH:35]=[C:36]([C:39]#[N:40])[CH:37]=3)[N:32]([CH:41]3[CH2:46][CH2:45][CH2:44][CH2:43][O:42]3)[N:31]=1)[CH:14]=[CH:13]2)[CH3:2]. Given the reactants [CH2:1]([N:3]1[CH2:7][CH2:6][CH2:5][C@H:4]1[CH2:8][O:9][C:10]1[CH:19]=[CH:18][C:17]2[C:12](=[CH:13][CH:14]=[C:15](Br)[CH:16]=2)[CH:11]=1)[CH3:2].ClCCl.C([O-])(=O)C.[K+].Br[C:30]1[C:38]2[C:33](=[CH:34][CH:35]=[C:36]([C:39]#[N:40])[CH:37]=2)[N:32]([CH:41]2[CH2:46][CH2:45][CH2:44][CH2:43][O:42]2)[N:31]=1.C(=O)([O-])[O-].[K+].[K+], predict the reaction product. (6) Given the reactants [CH2:1]=[C:2]1[C:14](=[O:15])[C:13]2[C:12]3[C:7](=[CH:8][CH:9]=[CH:10][CH:11]=3)[N:6]([CH2:16][C:17]3[CH:26]=[CH:25][C:20]([C:21]([O:23][CH3:24])=[O:22])=[CH:19][CH:18]=3)[C:5]=2[CH2:4][CH2:3]1.[CH:27]([N:30]1[CH2:35][CH2:34][NH:33][CH2:32][CH2:31]1)([CH3:29])[CH3:28], predict the reaction product. The product is: [CH:27]([N:30]1[CH2:35][CH2:34][N:33]([CH2:1][CH:2]2[C:14](=[O:15])[C:13]3[C:12]4[C:7](=[CH:8][CH:9]=[CH:10][CH:11]=4)[N:6]([CH2:16][C:17]4[CH:18]=[CH:19][C:20]([C:21]([O:23][CH3:24])=[O:22])=[CH:25][CH:26]=4)[C:5]=3[CH2:4][CH2:3]2)[CH2:32][CH2:31]1)([CH3:29])[CH3:28]. (7) Given the reactants [Br:1][C:2]1[CH:6]=[N:5][N:4]([CH3:7])[C:3]=1[NH:8][C:9]1[CH:14]=[CH:13][C:12](I)=[CH:11][CH:10]=1.C(=O)([O-])[O-].[Cs+].[Cs+].[CH3:22][O:23][CH2:24][CH2:25]OC, predict the reaction product. The product is: [Br:1][C:2]1[CH:6]=[N:5][N:4]([CH3:7])[C:3]=1[NH:8][C:9]1[CH:14]=[CH:13][C:12]([C:2]2[CH:3]=[N:4][C:24]([O:23][CH3:22])=[CH:25][CH:6]=2)=[CH:11][CH:10]=1. (8) Given the reactants [F:1][C:2]([F:23])([F:22])[O:3][C:4]1[CH:9]=[CH:8][CH:7]=[CH:6][C:5]=1[C:10]1[O:11][C:12]([C:18]([F:21])([F:20])[F:19])=[C:13]([C:15]([OH:17])=O)[N:14]=1.[CH2:24]([N:26]1[C:34]2[C:29](=[CH:30][C:31]([N+:35]([O-])=O)=[CH:32][CH:33]=2)[C:28]([NH2:38])=[N:27]1)[CH3:25].NC1C2C(=CC=C(NC(C3N=C(C4C=CC=CC=4)OC=3C(F)(F)F)=O)C=2)N(CCC)N=1, predict the reaction product. The product is: [NH2:38][C:28]1[C:29]2[C:34](=[CH:33][CH:32]=[C:31]([NH:35][C:15]([C:13]3[N:14]=[C:10]([C:5]4[CH:6]=[CH:7][CH:8]=[CH:9][C:4]=4[O:3][C:2]([F:23])([F:1])[F:22])[O:11][C:12]=3[C:18]([F:19])([F:21])[F:20])=[O:17])[CH:30]=2)[N:26]([CH2:24][CH3:25])[N:27]=1. (9) Given the reactants [S:1]1[CH:5]=[CH:4][C:3]([C:6]([OH:8])=[O:7])=[CH:2]1.[Br:9]Br, predict the reaction product. The product is: [Br:9][C:5]1[S:1][CH:2]=[C:3]([C:6]([OH:8])=[O:7])[CH:4]=1.